This data is from Catalyst prediction with 721,799 reactions and 888 catalyst types from USPTO. The task is: Predict which catalyst facilitates the given reaction. (1) Reactant: Cl.Cl.[NH:3]1[CH2:6][CH:5]([C:7]2[C:8]([O:30][CH3:31])=[C:9]([CH:15]([N:17]3[C:21]4=[N:22][CH:23]=[N:24][C:25]([NH2:26])=[C:20]4[C:19]([CH:27]([F:29])[F:28])=[N:18]3)[CH3:16])[CH:10]=[C:11]([Cl:14])[C:12]=2[F:13])[CH2:4]1.C(N(CC)CC)C.[C:39](O[BH-](OC(=O)C)OC(=O)C)(=[O:41])[CH3:40].[Na+].Cl.O. The catalyst class is: 2. Product: [NH2:26][C:25]1[N:24]=[CH:23][N:22]=[C:21]2[N:17]([CH:15]([C:9]3[C:8]([O:30][CH3:31])=[C:7]([CH:5]4[CH2:6][N:3]([CH2:40][CH2:39][OH:41])[CH2:4]4)[C:12]([F:13])=[C:11]([Cl:14])[CH:10]=3)[CH3:16])[N:18]=[C:19]([CH:27]([F:29])[F:28])[C:20]=12. (2) Reactant: [Li+].[OH-].[Cl:3][C:4]1[C:8]([Cl:9])=[C:7]([CH3:10])[NH:6][C:5]=1[C:11]([NH:13][C:14]1[CH:19]=[CH:18][C:17]([C:20]2[CH:21]=[N:22][CH:23]=[C:24]([CH:30]=2)[C:25]([O:27]CC)=[O:26])=[CH:16][CH:15]=1)=[O:12].Cl. Product: [Cl:3][C:4]1[C:8]([Cl:9])=[C:7]([CH3:10])[NH:6][C:5]=1[C:11]([NH:13][C:14]1[CH:15]=[CH:16][C:17]([C:20]2[CH:30]=[C:24]([C:25]([OH:27])=[O:26])[CH:23]=[N:22][CH:21]=2)=[CH:18][CH:19]=1)=[O:12]. The catalyst class is: 24. (3) Reactant: [N:1]1[C:8](Cl)=[N:7][C:5](Cl)=[N:4][C:2]=1[Cl:3].Cl.[CH2:11]([NH2:14])[C:12]#[CH:13].C([O-])([O-])=O.[K+].[K+].O. Product: [Cl:3][C:2]1[N:1]=[C:8]([NH:14][CH2:11][C:12]#[CH:13])[N:7]=[C:5]([NH:14][CH2:11][C:12]#[CH:13])[N:4]=1. The catalyst class is: 10. (4) Product: [ClH:3].[O:5]1[CH2:10][CH2:9][N:8]([CH2:11][C:12]#[C:13][CH2:14][Cl:3])[CH2:7][CH2:6]1. The catalyst class is: 4. Reactant: S(Cl)([Cl:3])=O.[O:5]1[CH2:10][CH2:9][N:8]([CH2:11][C:12]#[C:13][CH2:14]O)[CH2:7][CH2:6]1. (5) Reactant: [CH3:1][O:2][C:3]1[CH:4]=[C:5]([CH:20]=[CH:21][C:22]=1[O:23][CH3:24])[O:6][CH2:7][CH2:8][N:9]1[CH2:17][CH2:16][CH:15]2[NH:18][CH:11]([CH2:12][CH2:13][CH2:14]2)[C:10]1=[O:19].CCN(C(C)C)C(C)C.[O:34]=[C:35]1[NH:39][C:38]2[CH:40]=[CH:41][C:42]([S:44](Cl)(=[O:46])=[O:45])=[CH:43][C:37]=2[S:36]1. Product: [CH3:1][O:2][C:3]1[CH:4]=[C:5]([CH:20]=[CH:21][C:22]=1[O:23][CH3:24])[O:6][CH2:7][CH2:8][N:9]1[CH2:17][CH2:16][CH:15]2[N:18]([S:44]([C:42]3[CH:41]=[CH:40][C:38]4[NH:39][C:35](=[O:34])[S:36][C:37]=4[CH:43]=3)(=[O:46])=[O:45])[CH:11]([CH2:12][CH2:13][CH2:14]2)[C:10]1=[O:19]. The catalyst class is: 2. (6) Reactant: [Cl:1][C:2]1[N:6]([CH2:7][C:8]2[CH:13]=[CH:12][CH:11]=[C:10]([C:14]([F:17])([F:16])[F:15])[C:9]=2[CH3:18])[C:5]2[CH:19]=[C:20]([N:27]3[CH2:32][CH2:31][O:30][CH2:29][CH2:28]3)[CH:21]=[C:22]([C:23]([O:25]C)=[O:24])[C:4]=2[N:3]=1.[OH-].[Li+]. Product: [Cl:1][C:2]1[N:6]([CH2:7][C:8]2[CH:13]=[CH:12][CH:11]=[C:10]([C:14]([F:17])([F:16])[F:15])[C:9]=2[CH3:18])[C:5]2[CH:19]=[C:20]([N:27]3[CH2:28][CH2:29][O:30][CH2:31][CH2:32]3)[CH:21]=[C:22]([C:23]([OH:25])=[O:24])[C:4]=2[N:3]=1. The catalyst class is: 7. (7) Reactant: [Cl:1][C:2]1[CH:10]=[CH:9][CH:8]=[C:7]([F:11])[C:3]=1/[CH:4]=[N:5]/[OH:6].[Cl:12]N1C(=O)CCC1=O. Product: [Cl:1][C:2]1[CH:10]=[CH:9][CH:8]=[C:7]([F:11])[C:3]=1[C:4]([Cl:12])=[N:5][OH:6]. The catalyst class is: 9.